This data is from Full USPTO retrosynthesis dataset with 1.9M reactions from patents (1976-2016). The task is: Predict the reactants needed to synthesize the given product. (1) The reactants are: [ClH:1].[C:2]([C:4]1[CH:5]=[C:6]([CH:23]=[C:24]([O:26][CH3:27])[N:25]=1)[C:7]([NH:9][C:10]1[CH:15]=[CH:14][C:13]([C@@H:16]2[O:21][CH2:20][CH2:19][NH:18][CH2:17]2)=[C:12](F)[CH:11]=1)=[O:8])#[N:3].C(OC(N1CCO[C@@H](C2C=CC(N)=C([F:48])C=2)C1)=O)(C)(C)C. Given the product [ClH:1].[C:2]([C:4]1[CH:5]=[C:6]([CH:23]=[C:24]([O:26][CH3:27])[N:25]=1)[C:7]([NH:9][C:10]1[CH:15]=[CH:14][C:13]([C@@H:16]2[O:21][CH2:20][CH2:19][NH:18][CH2:17]2)=[CH:12][C:11]=1[F:48])=[O:8])#[N:3], predict the reactants needed to synthesize it. (2) Given the product [NH:24]1[CH2:23][CH:22]([O:21][C:20]2[CH:33]=[CH:34][C:35]([CH2:36][N:37]3[CH2:38][CH2:39][CH2:41][CH2:42]3)=[C:18]([C:79]([F:82])([F:81])[F:80])[CH:19]=2)[CH2:25]1, predict the reactants needed to synthesize it. The reactants are: FC1C=C(O)C=CC=1CN1CCN(C)CC1.F[C:18]1[CH:19]=[C:20]([CH:33]=[CH:34][C:35]=1[CH2:36][N:37]1[CH2:42][CH2:41]N(C)[CH2:39][CH2:38]1)[O:21][CH:22]1[CH2:25][N:24](C(OC(C)(C)C)=O)[CH2:23]1.N1CC(OC2C=CC(CN3CCN(C)CC3)=C(F)C=2)C1.N1CCCC1.COC1C=CC(C=O)=C([C:79]([F:82])([F:81])[F:80])C=1. (3) Given the product [Cl:28][C:21]1[N:20]=[C:19]([I:18])[N:27]=[C:26]2[C:22]=1[N:23]=[CH:24][N:25]2[CH:5]=[CH2:6], predict the reactants needed to synthesize it. The reactants are: C(O[CH:5]=[CH2:6])(=O)C.OS(O)(=O)=O.CCOC(C)=O.[I:18][C:19]1[N:27]=[C:26]2[C:22]([N:23]=[CH:24][NH:25]2)=[C:21]([Cl:28])[N:20]=1.